From a dataset of Reaction yield outcomes from USPTO patents with 853,638 reactions. Predict the reaction yield, written as a fraction of the theoretical maximum amount of product (1.0 means a 100% yield; for example, 0.34 means a 34% yield). (1) The reactants are [Cl:1][C:2]1[CH:6]=[N:5][N:4]([CH3:7])[C:3]=1[C:8]1[CH:9]=[C:10]([NH2:16])[CH:11]=[CH:12][C:13]=1[O:14][CH3:15].[C:17]1([N:27]=[C:28]=[O:29])[C:26]2[C:21](=[CH:22][CH:23]=[CH:24][CH:25]=2)[CH:20]=[CH:19][CH:18]=1. No catalyst specified. The product is [Cl:1][C:2]1[CH:6]=[N:5][N:4]([CH3:7])[C:3]=1[C:8]1[CH:9]=[C:10]([NH:16][C:28]([NH:27][C:17]2[C:26]3[C:21](=[CH:22][CH:23]=[CH:24][CH:25]=3)[CH:20]=[CH:19][CH:18]=2)=[O:29])[CH:11]=[CH:12][C:13]=1[O:14][CH3:15]. The yield is 0.600. (2) The reactants are [O:1]1[C:5]2[CH:6]=[CH:7][C:8]([S:10][C:11]3[NH:12][C:13]4[CH:18]=[CH:17][N:16]=[C:15]([NH2:19])[C:14]=4[N:20]=3)=[CH:9][C:4]=2[CH:3]=[CH:2]1.C([O-])([O-])=O.[Cs+].[Cs+].Cl[CH2:28][CH2:29][CH2:30][C:31]#[CH:32]. The catalyst is CN(C=O)C. The product is [O:1]1[C:5]2[CH:6]=[CH:7][C:8]([S:10][C:11]3[N:12]([CH2:32][CH2:31][CH2:30][C:29]#[CH:28])[C:13]4[CH:18]=[CH:17][N:16]=[C:15]([NH2:19])[C:14]=4[N:20]=3)=[CH:9][C:4]=2[CH:3]=[CH:2]1. The yield is 0.0600. (3) The reactants are O.Cl.[NH:3]1[CH2:8][CH2:7][C:6](=[O:9])[CH2:5][CH2:4]1.Cl[C:11]1[N:15]([CH3:16])[N:14]=[CH:13][C:12]=1[N+:17]([O-:19])=[O:18].[F-].[K+].O. The catalyst is CS(C)=O. The product is [CH3:16][N:15]1[C:11]([N:3]2[CH2:8][CH2:7][C:6](=[O:9])[CH2:5][CH2:4]2)=[C:12]([N+:17]([O-:19])=[O:18])[CH:13]=[N:14]1. The yield is 0.360. (4) The reactants are C[O:2][C:3]1[CH:8]=[CH:7][C:6]([CH2:9][CH2:10][C:11]2[CH:12]=[CH:13][C:14]3[O:18][C:17]([CH:19]([NH:21][C:22](=[O:24])[CH3:23])[CH3:20])=[CH:16][C:15]=3[CH:25]=2)=[CH:5][CH:4]=1.B(Br)(Br)Br.C(Cl)Cl.CO. The catalyst is C(Cl)Cl. The product is [OH:2][C:3]1[CH:8]=[CH:7][C:6]([CH2:9][CH2:10][C:11]2[CH:12]=[CH:13][C:14]3[O:18][C:17]([CH:19]([NH:21][C:22](=[O:24])[CH3:23])[CH3:20])=[CH:16][C:15]=3[CH:25]=2)=[CH:5][CH:4]=1. The yield is 0.880. (5) The reactants are C[O:2][C:3]1[CH:8]=[CH:7][C:6]([N:9]2[CH2:14][CH2:13][N:12]([C:15]3[CH:20]=[CH:19][C:18]([N:21]4[C:25](=[O:26])[N:24]([CH2:27][CH2:28][CH2:29][CH2:30][CH3:31])[N:23]=[CH:22]4)=[CH:17][CH:16]=3)[CH2:11][CH2:10]2)=[CH:5][CH:4]=1. The catalyst is Br. The product is [OH:2][C:3]1[CH:8]=[CH:7][C:6]([N:9]2[CH2:10][CH2:11][N:12]([C:15]3[CH:16]=[CH:17][C:18]([N:21]4[C:25](=[O:26])[N:24]([CH2:27][CH2:28][CH2:29][CH2:30][CH3:31])[N:23]=[CH:22]4)=[CH:19][CH:20]=3)[CH2:13][CH2:14]2)=[CH:5][CH:4]=1. The yield is 0.890.